Dataset: Forward reaction prediction with 1.9M reactions from USPTO patents (1976-2016). Task: Predict the product of the given reaction. (1) Given the reactants [CH2:1]([S:4][C:5]1[O:9][C:8]([C:10]([Cl:12])=[O:11])=[N:7][N:6]=1)[CH2:2][CH3:3].[NH2:13][C:14]1[C:23]2[C:18](=[CH:19][C:20]([O:26][CH3:27])=[C:21]([O:24][CH3:25])[CH:22]=2)[N:17]=[C:16]([N:28]2[CH2:33][CH2:32][NH:31][CH2:30][CH2:29]2)[N:15]=1, predict the reaction product. The product is: [ClH:12].[NH2:13][C:14]1[C:23]2[C:18](=[CH:19][C:20]([O:26][CH3:27])=[C:21]([O:24][CH3:25])[CH:22]=2)[N:17]=[C:16]([N:28]2[CH2:33][CH2:32][N:31]([C:10]([C:8]3[O:9][C:5]([S:4][CH2:1][CH2:2][CH3:3])=[N:6][N:7]=3)=[O:11])[CH2:30][CH2:29]2)[N:15]=1. (2) The product is: [CH3:22][O:21][C:19](=[O:20])[CH2:18][CH2:17][CH2:16][CH2:15][CH2:14][CH2:13][C:12]([NH:1][C:2]1[CH:10]=[CH:9][C:5]([C:6]([OH:8])=[O:7])=[CH:4][CH:3]=1)=[O:23]. Given the reactants [NH2:1][C:2]1[CH:10]=[CH:9][C:5]([C:6]([OH:8])=[O:7])=[CH:4][CH:3]=1.Cl[C:12](=[O:23])[CH2:13][CH2:14][CH2:15][CH2:16][CH2:17][CH2:18][C:19]([O:21][CH3:22])=[O:20].CO.CCOC(C)=O, predict the reaction product. (3) Given the reactants [F:1][C:2]1[CH:7]=[CH:6][C:5]([C:8]2[C:9]([C:14]([OH:16])=[O:15])=[CH:10][CH:11]=[CH:12][CH:13]=2)=[CH:4][C:3]=1[N+:17]([O-:19])=[O:18].[C:20](=O)([O-])[O-].[Li+].[Li+].C[B-](F)(F)F.[K+].CN(C=O)C, predict the reaction product. The product is: [F:1][C:2]1[CH:7]=[CH:6][C:5]([C:8]2[C:9]([C:14]([OH:16])=[O:15])=[C:10]([CH3:20])[CH:11]=[CH:12][CH:13]=2)=[CH:4][C:3]=1[N+:17]([O-:19])=[O:18].